Dataset: Forward reaction prediction with 1.9M reactions from USPTO patents (1976-2016). Task: Predict the product of the given reaction. Given the reactants Cl[C:2]1[CH:9]=[C:8]([N:10]([CH3:12])[CH3:11])[CH:7]=[CH:6][C:3]=1[CH:4]=[O:5].[CH:13]([B-](F)(F)F)=[CH2:14].[K+].C([O-])([O-])=O.[K+].[K+].O1CCOCC1, predict the reaction product. The product is: [CH3:11][N:10]([CH3:12])[C:8]1[CH:7]=[CH:6][C:3]([CH:4]=[O:5])=[C:2]([CH:13]=[CH2:14])[CH:9]=1.